This data is from Forward reaction prediction with 1.9M reactions from USPTO patents (1976-2016). The task is: Predict the product of the given reaction. (1) Given the reactants [CH3:1][S:2]([O:5]S(C)(=O)=O)(=[O:4])=[O:3].[C:10]([O:14][C:15](=[O:25])[NH:16][C:17]1[CH:22]=[CH:21][C:20]([CH2:23]O)=[CH:19][N:18]=1)([CH3:13])([CH3:12])[CH3:11].C(N(CC)CC)C, predict the reaction product. The product is: [C:10]([O:14][C:15]([NH:16][C:17]1[N:18]=[CH:19][C:20]([CH2:23][O:5][S:2]([CH3:1])(=[O:4])=[O:3])=[CH:21][CH:22]=1)=[O:25])([CH3:13])([CH3:12])[CH3:11]. (2) Given the reactants C(OC([N:8]1[CH2:12][C@H:11](OC2C=CN=C([Cl:20])N=2)[CH2:10][C@H:9]1[C:21]([OH:23])=[O:22])=O)(C)(C)C.[CH:24]1(S([C@@]2(NC(=O)O)C[C@]2(C(N)=O)C=C)(=O)=O)CC1.CCN(C(C)C)C(C)C.C1C=CC2N(O)N=NC=2C=1.CN(C(ON1N=NC2C=CC=CC1=2)=[N+](C)C)C.F[P-](F)(F)(F)(F)F, predict the reaction product. The product is: [ClH:20].[CH3:24][O:23][C:21]([C:9]1([NH2:8])[CH2:10][CH2:11][CH2:12]1)=[O:22]. (3) Given the reactants [Li]CCCC.[CH3:6][C:7]1[C:11]([C:12](=[O:14])[CH3:13])=[CH:10][O:9][N:8]=1.[F:15][C:16]1[CH:21]=[C:20]([F:22])[CH:19]=[CH:18][C:17]=1/[C:23](=[N:25]/[S@@:26]([C:28]([CH3:31])([CH3:30])[CH3:29])=[O:27])/[CH3:24], predict the reaction product. The product is: [F:15][C:16]1[CH:21]=[C:20]([F:22])[CH:19]=[CH:18][C:17]=1[C@@:23]([NH:25][S@@:26]([C:28]([CH3:29])([CH3:31])[CH3:30])=[O:27])([CH2:13][C:12]([C:11]1[C:7]([CH3:6])=[N:8][O:9][CH:10]=1)=[O:14])[CH3:24]. (4) Given the reactants [C:1]([O:5][C:6](=[O:33])[NH:7][C@@H:8]([CH2:31][CH3:32])[C:9]([N:11]([C:24]1[CH:29]=[CH:28][CH:27]=[CH:26][C:25]=1[CH3:30])[C:12](=[O:23])[C:13]1[C:18]([N+:19]([O-])=O)=[CH:17][CH:16]=[CH:15][C:14]=1[CH3:22])=O)([CH3:4])([CH3:3])[CH3:2], predict the reaction product. The product is: [CH3:22][C:14]1[CH:15]=[CH:16][CH:17]=[C:18]2[C:13]=1[C:12](=[O:23])[N:11]([C:24]1[CH:29]=[CH:28][CH:27]=[CH:26][C:25]=1[CH3:30])[C:9]([CH:8]([NH:7][C:6](=[O:33])[O:5][C:1]([CH3:4])([CH3:3])[CH3:2])[CH2:31][CH3:32])=[N:19]2. (5) Given the reactants [C:1]([O:5][C:6]([NH:8][CH:9]([C:13]([CH3:16])([CH3:15])[CH3:14])[C:10]([OH:12])=O)=[O:7])([CH3:4])([CH3:3])[CH3:2].[CH3:17][O:18][C:19](=[O:28])[CH:20]([NH2:27])[CH:21]1[CH2:26][CH2:25][CH2:24][CH2:23][CH2:22]1.CN(C(ON1N=NC2C=CC=NC1=2)=[N+](C)C)C.F[P-](F)(F)(F)(F)F.C(N(C(C)C)CC)(C)C, predict the reaction product. The product is: [CH3:17][O:18][C:19](=[O:28])[CH:20]([NH:27][C:10](=[O:12])[CH:9]([NH:8][C:6]([O:5][C:1]([CH3:2])([CH3:3])[CH3:4])=[O:7])[C:13]([CH3:16])([CH3:15])[CH3:14])[CH:21]1[CH2:22][CH2:23][CH2:24][CH2:25][CH2:26]1.